Dataset: Full USPTO retrosynthesis dataset with 1.9M reactions from patents (1976-2016). Task: Predict the reactants needed to synthesize the given product. (1) Given the product [CH3:15][C:16]1([CH3:28])[CH2:25][CH2:24][C:23]2[C:18](=[CH:19][CH:20]=[C:21]([CH:26]=[C:9]3[C:8]4[C:12](=[CH:13][C:5]([NH:4][C:1](=[O:3])[CH3:2])=[CH:6][CH:7]=4)[NH:11][C:10]3=[O:14])[CH:22]=2)[O:17]1, predict the reactants needed to synthesize it. The reactants are: [C:1]([NH:4][C:5]1[CH:13]=[C:12]2[C:8]([CH2:9][C:10](=[O:14])[NH:11]2)=[CH:7][CH:6]=1)(=[O:3])[CH3:2].[CH3:15][C:16]1([CH3:28])[CH2:25][CH2:24][C:23]2[C:18](=[CH:19][CH:20]=[C:21]([CH:26]=O)[CH:22]=2)[O:17]1.N1CCCCC1. (2) Given the product [CH3:9][N:8]1[C:16]2[C:15](=[CH:14][CH:13]=[CH:12][CH:11]=2)[C:1]([C:2]([Cl:4])=[O:3])=[CH:7]1, predict the reactants needed to synthesize it. The reactants are: [C:1](Cl)(=O)[C:2]([Cl:4])=[O:3].[CH3:7][N:8]1[C:16]2[C:11](=[CH:12][CH:13]=[CH:14][CH:15]=2)C=[C:9]1C(O)=O. (3) The reactants are: [C:1]([C:3]1[CH:8]=[N:7][N:6]2[CH:9]=[C:10]([C:12]([O:14][CH2:15][CH3:16])=[O:13])[CH:11]=[C:5]2[C:4]=1O)#[N:2].O=P(Cl)(Cl)[Cl:20]. Given the product [Cl:20][C:4]1[C:5]2[N:6]([CH:9]=[C:10]([C:12]([O:14][CH2:15][CH3:16])=[O:13])[CH:11]=2)[N:7]=[CH:8][C:3]=1[C:1]#[N:2], predict the reactants needed to synthesize it. (4) Given the product [CH3:9][C:10]1[C:11]([N:17]2[CH2:18][CH2:19][N:20]([C:23]([C:25]3[CH:30]=[CH:29][C:28]([N:7]4[C@@H:3]([CH2:2][OH:1])[CH2:4][CH2:5][C:6]4=[O:8])=[CH:27][CH:26]=3)=[O:24])[CH2:21][CH2:22]2)=[N:12][CH:13]=[C:14]([CH3:16])[CH:15]=1, predict the reactants needed to synthesize it. The reactants are: [OH:1][CH2:2][C@@H:3]1[NH:7][C:6](=[O:8])[CH2:5][CH2:4]1.[CH3:9][C:10]1[C:11]([N:17]2[CH2:22][CH2:21][N:20]([C:23]([C:25]3[CH:30]=[CH:29][C:28](I)=[CH:27][CH:26]=3)=[O:24])[CH2:19][CH2:18]2)=[N:12][CH:13]=[C:14]([CH3:16])[CH:15]=1. (5) Given the product [F:25][C:21]1[C:20]([F:26])=[C:19]2[C:24]([C:15]([CH2:14][N:6]3[C:7]4[C:12](=[CH:11][CH:10]=[CH:9][CH:8]=4)[C:4]([CH:1]([CH3:3])[CH3:2])=[N:5]3)=[CH:16][C:17](=[O:27])[NH:18]2)=[CH:23][CH:22]=1, predict the reactants needed to synthesize it. The reactants are: [CH:1]([C:4]1[C:12]2[C:7](=[CH:8][CH:9]=[CH:10][CH:11]=2)[NH:6][N:5]=1)([CH3:3])[CH3:2].Br[CH2:14][C:15]1[C:24]2[C:19](=[C:20]([F:26])[C:21]([F:25])=[CH:22][CH:23]=2)[NH:18][C:17](=[O:27])[CH:16]=1. (6) Given the product [NH:1]([C:8]1[N:21]([C:22]2[CH:27]=[CH:26][CH:25]=[CH:24][CH:23]=2)[C:13]2[C:12]([C:10](=[O:11])[CH:9]=1)=[CH:17][C:16]([F:18])=[C:15]([Cl:19])[N:14]=2)[C:2]1[CH:7]=[CH:6][CH:5]=[CH:4][CH:3]=1, predict the reactants needed to synthesize it. The reactants are: [NH:1]([C:8]([NH:21][C:22]1[CH:27]=[CH:26][CH:25]=[CH:24][CH:23]=1)=[CH:9][C:10]([C:12]1[C:13](Cl)=[N:14][C:15]([Cl:19])=[C:16]([F:18])[CH:17]=1)=[O:11])[C:2]1[CH:7]=[CH:6][CH:5]=[CH:4][CH:3]=1.CC([O-])(C)C.[K+]. (7) Given the product [NH:30]1[C:38]2[C:33](=[CH:34][CH:35]=[CH:36][CH:37]=2)[C:32]([S:11][C:12]2[CH:22]=[CH:21][CH:20]=[CH:19][C:13]=2[C:14]([N:16]([CH3:17])[CH3:18])=[O:15])=[CH:31]1, predict the reactants needed to synthesize it. The reactants are: [CH3:17][N:16]([CH3:18])[C:14](=[O:15])[C:13]1[CH:19]=[CH:20][CH:21]=[CH:22][C:12]=1[S:11][S:11][C:12]1[CH:22]=[CH:21][CH:20]=[CH:19][C:13]=1[C:14]([N:16]([CH3:18])[CH3:17])=[O:15].S(Cl)(Cl)(=O)=O.[NH:30]1[C:38]2[C:33](=[CH:34][CH:35]=[CH:36][CH:37]=2)[CH:32]=[CH:31]1. (8) Given the product [NH:17]1[C:16]([C:12]2[CH:11]=[C:10]3[C:15](=[CH:14][CH:13]=2)[NH:7][N:8]=[C:9]3[C:40]2[CH:41]=[C:42]([C:43]([NH:59][CH2:58][C:57]3[CH:60]=[CH:61][C:54]([F:53])=[CH:55][CH:56]=3)=[O:45])[CH:47]=[CH:48][CH:49]=2)=[N:20][CH:19]=[N:18]1, predict the reactants needed to synthesize it. The reactants are: O1CCCCC1[N:7]1[C:15]2[C:10](=[CH:11][C:12]([C:16]3[N:20]=[CH:19][N:18](C(C4C=CC=CC=4)(C4C=CC=CC=4)C4C=CC=CC=4)[N:17]=3)=[CH:13][CH:14]=2)[C:9]([C:40]2[CH:41]=[C:42]([CH:47]=[CH:48][CH:49]=2)[C:43]([O:45]C)=O)=[N:8]1.O.[OH-].[Li+].[F:53][C:54]1[CH:61]=[CH:60][C:57]([CH2:58][NH2:59])=[CH:56][CH:55]=1.O.ON1C2C=CC=CC=2N=N1.Cl.CN(C)CCCN=C=NCC.